From a dataset of Full USPTO retrosynthesis dataset with 1.9M reactions from patents (1976-2016). Predict the reactants needed to synthesize the given product. (1) Given the product [CH3:9][O:8][C:6](=[O:7])[C:5]1[CH:10]=[CH:11][C:12]([NH2:13])=[C:3]([NH:2][CH3:1])[CH:4]=1, predict the reactants needed to synthesize it. The reactants are: [CH3:1][NH:2][C:3]1[CH:4]=[C:5]([CH:10]=[CH:11][C:12]=1[N+:13]([O-])=O)[C:6]([O:8][CH3:9])=[O:7]. (2) Given the product [O:25]1[C:34]2[C:29](=[N:30][CH:31]=[CH:32][CH:33]=2)[CH:28]([NH:1][CH2:2][C:3]2[N:4]([CH3:36])[C:5]3[C:11]([N:12]4[CH2:17][CH2:16][N:15]([C:18]([O:20][C:21]([CH3:24])([CH3:23])[CH3:22])=[O:19])[CH2:14][CH2:13]4)=[CH:10][CH:9]=[CH:8][C:6]=3[N:7]=2)[CH2:27][CH2:26]1, predict the reactants needed to synthesize it. The reactants are: [NH2:1][CH2:2][C:3]1[NH:7][C:6]2[CH:8]=[CH:9][CH:10]=[C:11]([N:12]3[CH2:17][CH2:16][N:15]([C:18]([O:20][C:21]([CH3:24])([CH3:23])[CH3:22])=[O:19])[CH2:14][CH2:13]3)[C:5]=2[N:4]=1.[O:25]1[C:34]2[C:29](=[N:30][CH:31]=[CH:32][CH:33]=2)[C:28](=O)[CH2:27][CH2:26]1.[C:36](O)(=O)C.C(O[BH-](OC(=O)C)OC(=O)C)(=O)C.[Na+].